The task is: Predict the reaction yield, written as a fraction of the theoretical maximum amount of product (1.0 means a 100% yield; for example, 0.34 means a 34% yield).. This data is from Reaction yield outcomes from USPTO patents with 853,638 reactions. (1) The reactants are Cl[C:2]1[CH:7]=[CH:6][N:5]=[C:4]2[CH:8]=[C:9]([C:11]3[CH:16]=[CH:15][CH:14]=[CH:13][N:12]=3)[S:10][C:3]=12.[CH3:17][NH:18][C:19]([C:21]1[C:29]2[C:24](=[CH:25][C:26]([OH:30])=[CH:27][CH:28]=2)[N:23]([CH3:31])[C:22]=1[CH3:32])=[O:20].C([O-])([O-])=O.[Cs+].[Cs+]. No catalyst specified. The product is [CH3:17][NH:18][C:19]([C:21]1[C:29]2[C:24](=[CH:25][C:26]([O:30][C:2]3[CH:7]=[CH:6][N:5]=[C:4]4[CH:8]=[C:9]([C:11]5[CH:16]=[CH:15][CH:14]=[CH:13][N:12]=5)[S:10][C:3]=34)=[CH:27][CH:28]=2)[N:23]([CH3:31])[C:22]=1[CH3:32])=[O:20]. The yield is 0.270. (2) The reactants are [C:1]([CH2:3][CH2:4][C:5]1[C:6]([C:17]2[CH:22]=[CH:21][N:20]=[CH:19][CH:18]=2)=[C:7]([C:10]2[CH:15]=[CH:14][C:13]([F:16])=[CH:12][CH:11]=2)[NH:8][CH:9]=1)#[N:2].[H-].[Al+3].[Li+].[H-].[H-].[H-].O.[OH-].[Na+]. The catalyst is O1CCCC1. The product is [NH2:2][CH2:1][CH2:3][CH2:4][C:5]1[C:6]([C:17]2[CH:18]=[CH:19][N:20]=[CH:21][CH:22]=2)=[C:7]([C:10]2[CH:11]=[CH:12][C:13]([F:16])=[CH:14][CH:15]=2)[NH:8][CH:9]=1. The yield is 0.940.